This data is from Reaction yield outcomes from USPTO patents with 853,638 reactions. The task is: Predict the reaction yield, written as a fraction of the theoretical maximum amount of product (1.0 means a 100% yield; for example, 0.34 means a 34% yield). (1) The reactants are [CH:1]1([C@H:4]([N:8]2[CH:12]=[C:11]([C:13]3[C:14]4[CH:21]=[CH:20][NH:19][C:15]=4[N:16]=[CH:17][N:18]=3)[CH:10]=[N:9]2)[CH2:5][C:6]#[N:7])[CH2:3][CH2:2]1.[OH:22][P:23]([OH:26])([OH:25])=[O:24]. The catalyst is C(O)(C)C. The product is [P:23]([OH:26])([OH:25])([OH:24])=[O:22].[CH:1]1([C@H:4]([N:8]2[CH:12]=[C:11]([C:13]3[C:14]4[CH:21]=[CH:20][NH:19][C:15]=4[N:16]=[CH:17][N:18]=3)[CH:10]=[N:9]2)[CH2:5][C:6]#[N:7])[CH2:3][CH2:2]1. The yield is 0.945. (2) The reactants are C(O)(C(F)(F)F)=O.[CH3:8][CH:9]([CH3:40])[CH2:10][C@H:11]([C:33]([O:35]C(C)(C)C)=[O:34])[CH:12]([C:23]([O:25][CH2:26][C:27]1[CH:32]=[CH:31][CH:30]=[CH:29][CH:28]=1)=[O:24])[C:13]([O:15][CH2:16][C:17]1[CH:22]=[CH:21][CH:20]=[CH:19][CH:18]=1)=[O:14].CCCCCC. The catalyst is ClCCl.C(OCC)C. The product is [CH2:26]([O:25][C:23](=[O:24])[CH:12]([C@H:11]([CH2:10][CH:9]([CH3:8])[CH3:40])[C:33]([OH:35])=[O:34])[C:13]([O:15][CH2:16][C:17]1[CH:18]=[CH:19][CH:20]=[CH:21][CH:22]=1)=[O:14])[C:27]1[CH:28]=[CH:29][CH:30]=[CH:31][CH:32]=1. The yield is 0.600. (3) The reactants are [C:1]([C:5]1[CH:10]=[CH:9][C:8]([OH:11])=[C:7]([CH2:12][CH3:13])[CH:6]=1)([CH3:4])([CH3:3])[CH3:2].CN(C)C=O.[Br:19]N1C(=O)CCC1=O. The catalyst is O. The product is [Br:19][C:9]1[CH:10]=[C:5]([C:1]([CH3:4])([CH3:3])[CH3:2])[CH:6]=[C:7]([CH2:12][CH3:13])[C:8]=1[OH:11]. The yield is 0.890. (4) The reactants are [F:1][C:2]1[CH:7]=[CH:6][C:5]([C@:8]2([CH2:32][C:33]([CH3:37])([CH3:36])[C:34]#[N:35])[O:13][C:12](=[O:14])[N:11]([C@H:15]([C:17]3[CH:22]=[CH:21][C:20](B4OC(C)(C)C(C)(C)O4)=[CH:19][CH:18]=3)[CH3:16])[CH2:10][CH2:9]2)=[CH:4][CH:3]=1.I[C:39]1[CH:44]=[CH:43][N:42]([CH3:45])[C:41](=[O:46])[CH:40]=1.C([O-])([O-])=O.[Cs+].[Cs+]. The catalyst is O1CCOCC1.Cl[Pd](Cl)([P](C1C=CC=CC=1)(C1C=CC=CC=1)C1C=CC=CC=1)[P](C1C=CC=CC=1)(C1C=CC=CC=1)C1C=CC=CC=1. The product is [F:1][C:2]1[CH:3]=[CH:4][C:5]([C@:8]2([CH2:32][C:33]([CH3:37])([CH3:36])[C:34]#[N:35])[O:13][C:12](=[O:14])[N:11]([C@H:15]([C:17]3[CH:22]=[CH:21][C:20]([C:39]4[CH:44]=[CH:43][N:42]([CH3:45])[C:41](=[O:46])[CH:40]=4)=[CH:19][CH:18]=3)[CH3:16])[CH2:10][CH2:9]2)=[CH:6][CH:7]=1. The yield is 0.660. (5) The reactants are Br[C:2]1[C:10]2[CH2:9][CH2:8][CH2:7][CH2:6][C:5]=2[N:4]2[CH2:11][CH2:12][NH:13][C:14](=[O:15])[C:3]=12.[Li]CCCC.C1C=CC(S(N(S(C2C=CC=CC=2)(=O)=O)[F:31])(=O)=O)=CC=1. The catalyst is O1CCCC1. The product is [F:31][C:2]1[C:10]2[CH2:9][CH2:8][CH2:7][CH2:6][C:5]=2[N:4]2[CH2:11][CH2:12][NH:13][C:14](=[O:15])[C:3]=12. The yield is 0.160. (6) The reactants are [N+:1]([C:4]1[CH:9]=[CH:8][C:7]([CH2:10][C:11]([NH:13][C:14]2[CH:22]=[CH:21][CH:20]=[CH:19][C:15]=2[C:16]([OH:18])=[O:17])=O)=[CH:6][CH:5]=1)([O-:3])=[O:2]. The catalyst is C(OC(=O)C)(=O)C. The product is [N+:1]([C:4]1[CH:9]=[CH:8][C:7]([CH2:10][C:11]2[O:17][C:16](=[O:18])[C:15]3[CH:19]=[CH:20][CH:21]=[CH:22][C:14]=3[N:13]=2)=[CH:6][CH:5]=1)([O-:3])=[O:2]. The yield is 0.810. (7) The reactants are [CH2:1]([O:8][C@@H:9]1[CH2:14][CH2:13][CH2:12]C[C@H:10]1[NH2:15])[C:2]1[CH:7]=[CH:6][CH:5]=[CH:4][CH:3]=1.[CH2:16]1[CH2:22][S:19](=[O:21])(=[O:20])[O:18][CH2:17]1. The catalyst is O1CCCC1. The product is [CH2:1]([O:8][C@@H:9]1[CH2:14][CH2:13][CH2:12][C@H:10]1[NH:15][CH2:17][CH2:16][CH2:22][S:19]([OH:21])(=[O:20])=[O:18])[C:2]1[CH:3]=[CH:4][CH:5]=[CH:6][CH:7]=1. The yield is 0.550. (8) The reactants are C(=O)([O-])[O-].[K+].[K+].Cl.O.[NH:9]1[CH2:14][CH2:13][C:12](=[O:15])[CH2:11][CH2:10]1.[CH3:16][S:17](Cl)(=[O:19])=[O:18]. The catalyst is C(Cl)(Cl)Cl.O. The product is [CH3:16][S:17]([N:9]1[CH2:14][CH2:13][C:12](=[O:15])[CH2:11][CH2:10]1)(=[O:19])=[O:18]. The yield is 0.870.